This data is from Peptide-MHC class I binding affinity with 185,985 pairs from IEDB/IMGT. The task is: Regression. Given a peptide amino acid sequence and an MHC pseudo amino acid sequence, predict their binding affinity value. This is MHC class I binding data. (1) The peptide sequence is ETINEEAAEW. The MHC is HLA-A02:01 with pseudo-sequence HLA-A02:01. The binding affinity (normalized) is 0.0714. (2) The peptide sequence is HTAEAGGRAY. The MHC is HLA-A26:01 with pseudo-sequence HLA-A26:01. The binding affinity (normalized) is 0.704. (3) The peptide sequence is NGDVVAIDY. The MHC is HLA-A29:02 with pseudo-sequence HLA-A29:02. The binding affinity (normalized) is 0.379. (4) The MHC is Mamu-B01 with pseudo-sequence Mamu-B01. The binding affinity (normalized) is 1.00. The peptide sequence is SDYLELDKI.